This data is from Reaction yield outcomes from USPTO patents with 853,638 reactions. The task is: Predict the reaction yield, written as a fraction of the theoretical maximum amount of product (1.0 means a 100% yield; for example, 0.34 means a 34% yield). (1) The reactants are Cl[C:2]1[N:6]([CH3:7])[N:5]=[CH:4][C:3]=1[N+:8]([O-:10])=[O:9].[O:11]1[CH2:17][CH2:16][CH2:15][NH:14][CH2:13][CH2:12]1. No catalyst specified. The product is [CH3:7][N:6]1[C:2]([N:14]2[CH2:15][CH2:16][CH2:17][O:11][CH2:12][CH2:13]2)=[C:3]([N+:8]([O-:10])=[O:9])[CH:4]=[N:5]1. The yield is 0.520. (2) The reactants are [OH:1][CH2:2][C:3]1[S:7][CH:6]=[N:5][CH:4]=1.CN1CCOCC1.Cl[C:16]([O:18][C:19]1[CH:24]=[CH:23][C:22]([N+:25]([O-:27])=[O:26])=[CH:21][CH:20]=1)=[O:17]. The catalyst is C(Cl)Cl.C(Cl)(Cl)Cl. The product is [CH:23]1[C:22]([N+:25]([O-:27])=[O:26])=[CH:21][CH:20]=[C:19]([O:18][C:16]([O:1][CH2:2][C:3]2[S:7][CH:6]=[N:5][CH:4]=2)=[O:17])[CH:24]=1. The yield is 0.780. (3) The reactants are [Cl:1][C:2]1[N:3]=[C:4]([C:9]([NH:11][C@@H:12]2[CH2:17][CH2:16][NH:15][CH2:14][C@H:13]2[NH:18][CH2:19][CH2:20][CH3:21])=[O:10])[NH:5][C:6]=1[CH2:7][CH3:8].Br[C:23]1[S:24][C:25]([C:29]([O:31][CH2:32][CH3:33])=[O:30])=[C:26]([CH3:28])[N:27]=1.C(=O)([O-])[O-].[Na+].[Na+]. No catalyst specified. The product is [Cl:1][C:2]1[N:3]=[C:4]([C:9]([NH:11][C@@H:12]2[CH2:17][CH2:16][N:15]([C:23]3[S:24][C:25]([C:29]([O:31][CH2:32][CH3:33])=[O:30])=[C:26]([CH3:28])[N:27]=3)[CH2:14][C@H:13]2[NH:18][CH2:19][CH2:20][CH3:21])=[O:10])[NH:5][C:6]=1[CH2:7][CH3:8]. The yield is 0.850.